From a dataset of Peptide-MHC class I binding affinity with 185,985 pairs from IEDB/IMGT. Regression. Given a peptide amino acid sequence and an MHC pseudo amino acid sequence, predict their binding affinity value. This is MHC class I binding data. (1) The peptide sequence is KRINSLIKY. The MHC is HLA-B58:01 with pseudo-sequence HLA-B58:01. The binding affinity (normalized) is 0.0847. (2) The peptide sequence is FVRACLRRL. The MHC is HLA-B35:01 with pseudo-sequence HLA-B35:01. The binding affinity (normalized) is 0. (3) The peptide sequence is DQDTMLFASA. The binding affinity (normalized) is 0.311. The MHC is HLA-A02:06 with pseudo-sequence HLA-A02:06. (4) The peptide sequence is ATAAAAAAK. The MHC is HLA-A11:01 with pseudo-sequence HLA-A11:01. The binding affinity (normalized) is 0.659. (5) The peptide sequence is RLQMAGVEVR. The MHC is HLA-A03:01 with pseudo-sequence HLA-A03:01. The binding affinity (normalized) is 0.326.